Dataset: Catalyst prediction with 721,799 reactions and 888 catalyst types from USPTO. Task: Predict which catalyst facilitates the given reaction. (1) Reactant: [CH3:1][C:2]1[O:6][C:5]([C:7]2[CH:8]=[N:9][NH:10][C:11]=2[NH2:12])=[N:4][CH:3]=1.O=[C:14]([C:21]1[CH:22]=[C:23]2[C:27](=[CH:28][CH:29]=1)[N:26]([CH2:30][CH2:31][CH3:32])[N:25]=[CH:24]2)[CH2:15][C:16](OCC)=[O:17].CC1C=CC(S(O)(=O)=O)=CC=1. Product: [CH3:1][C:2]1[O:6][C:5]([C:7]2[CH:8]=[N:9][N:10]3[C:16](=[O:17])[CH:15]=[C:14]([C:21]4[CH:22]=[C:23]5[C:27](=[CH:28][CH:29]=4)[N:26]([CH2:30][CH2:31][CH3:32])[N:25]=[CH:24]5)[NH:12][C:11]=23)=[N:4][CH:3]=1. The catalyst class is: 114. (2) Reactant: [CH3:1][N:2]1[C:6]2[CH:7]=[CH:8][C:9]([S:11]([N:14]3[C:22]4[C:17](=[CH:18][CH:19]=[CH:20][CH:21]=4)[CH2:16][CH2:15]3)(=[O:13])=[O:12])=[CH:10][C:5]=2[N:4]=[C:3]1[CH2:23][NH:24][C:25]1[CH:30]=[CH:29][C:28]([C:31]#[N:32])=[CH:27][CH:26]=1.[ClH:33].C(O)C.C(=O)([O-])[O-].[NH4+:41].[NH4+]. Product: [ClH:33].[CH3:1][N:2]1[C:6]2[CH:7]=[CH:8][C:9]([S:11]([N:14]3[C:22]4[C:17](=[CH:18][CH:19]=[CH:20][CH:21]=4)[CH2:16][CH2:15]3)(=[O:12])=[O:13])=[CH:10][C:5]=2[N:4]=[C:3]1[CH2:23][NH:24][C:25]1[CH:26]=[CH:27][C:28]([C:31](=[NH:41])[NH2:32])=[CH:29][CH:30]=1. The catalyst class is: 98.